From a dataset of Reaction yield outcomes from USPTO patents with 853,638 reactions. Predict the reaction yield, written as a fraction of the theoretical maximum amount of product (1.0 means a 100% yield; for example, 0.34 means a 34% yield). (1) The reactants are CS(O[CH2:6][C:7]1[N:12]=[CH:11][C:10]([Br:13])=[CH:9][N:8]=1)(=O)=O.[CH:14]([NH2:17])([CH3:16])[CH3:15].C(N(CC)CC)C. The catalyst is C(O)C. The product is [Br:13][C:10]1[CH:9]=[N:8][C:7]([CH2:6][NH:17][CH:14]([CH3:16])[CH3:15])=[N:12][CH:11]=1. The yield is 0.840. (2) The reactants are C([O:8][C:9]1[CH:14]=[CH:13][CH:12]=[CH:11][C:10]=1[CH:15]([C:17]1[CH:22]=[CH:21][C:20]([C:23]([F:26])([F:25])[F:24])=[CH:19][CH:18]=1)O)C1C=CC=CC=1.Cl. The catalyst is CO.[OH-].[Pd+2].[OH-]. The product is [F:24][C:23]([F:25])([F:26])[C:20]1[CH:21]=[CH:22][C:17]([CH2:15][C:10]2[CH:11]=[CH:12][CH:13]=[CH:14][C:9]=2[OH:8])=[CH:18][CH:19]=1. The yield is 0.860. (3) The reactants are [Cl:1][C:2]1[CH:9]=[C:8]([O:10][CH2:11][CH2:12][CH2:13][N:14]2[CH2:19][CH2:18][N:17]([CH3:20])[CH2:16][CH2:15]2)[CH:7]=[CH:6][C:3]=1[CH:4]=O.[F:21][C:22]([F:33])([F:32])[O:23][C:24]1[CH:25]=[C:26]([NH2:31])[C:27]([NH2:30])=[CH:28][CH:29]=1. No catalyst specified. The product is [Cl:1][C:2]1[CH:9]=[C:8]([O:10][CH2:11][CH2:12][CH2:13][N:14]2[CH2:19][CH2:18][N:17]([CH3:20])[CH2:16][CH2:15]2)[CH:7]=[CH:6][C:3]=1[C:4]1[NH:30][C:27]2[CH:28]=[CH:29][C:24]([O:23][C:22]([F:21])([F:32])[F:33])=[CH:25][C:26]=2[N:31]=1. The yield is 0.230. (4) The reactants are Cl.[C:2]1([N:8]([C:10]2[CH:15]=[CH:14][CH:13]=[CH:12][CH:11]=2)[NH2:9])[CH:7]=[CH:6][CH:5]=[CH:4][CH:3]=1.[Cl:16][C:17]1[CH:22]=[CH:21][CH:20]=[CH:19][C:18]=1Br.CC([O-])(C)C.[Na+].C(NC(C)C)(C)C. The catalyst is CC(O)=O.CC(O)=O.[Pd].C1C=CC(P(C2C(C3C(P(C4C=CC=CC=4)C4C=CC=CC=4)=CC=C4C=3C=CC=C4)=C3C(C=CC=C3)=CC=2)C2C=CC=CC=2)=CC=1. The product is [C:2]1([N:8]([C:10]2[CH:15]=[CH:14][CH:13]=[CH:12][CH:11]=2)[NH:9][C:18]2[CH:19]=[CH:20][CH:21]=[CH:22][C:17]=2[Cl:16])[CH:3]=[CH:4][CH:5]=[CH:6][CH:7]=1. The yield is 0.740. (5) The reactants are [CH2:1]([C:3]([C:21]1[CH:26]=[CH:25][C:24]([OH:27])=[C:23]([CH3:28])[CH:22]=1)([C:6]1[CH:11]=[CH:10][C:9]([CH2:12][CH2:13][CH:14]([OH:19])[C:15]([CH3:18])([CH3:17])[CH3:16])=[C:8]([CH3:20])[CH:7]=1)[CH2:4][CH3:5])[CH3:2].C([O-])([O-])=O.[K+].[K+].[CH2:35]([O:37][C:38](=[O:44])[CH2:39][CH2:40][CH2:41][CH2:42]Br)[CH3:36].O. The catalyst is CN(C=O)C. The product is [CH2:35]([O:37][C:38](=[O:44])[CH2:39][CH2:40][CH2:41][CH2:42][O:27][C:24]1[CH:25]=[CH:26][C:21]([C:3]([CH2:4][CH3:5])([C:6]2[CH:11]=[CH:10][C:9]([CH2:12][CH2:13][CH:14]([OH:19])[C:15]([CH3:17])([CH3:18])[CH3:16])=[C:8]([CH3:20])[CH:7]=2)[CH2:1][CH3:2])=[CH:22][C:23]=1[CH3:28])[CH3:36]. The yield is 0.640. (6) The reactants are N(C(OCC)=O)=NC(OCC)=O.C1(P(C2C=CC=CC=2)C2C=CC=CC=2)C=CC=CC=1.[Cl:32][C:33]1[CH:52]=[CH:51][C:36]([NH:37][C:38]2[C:47]3[C:42](=[CH:43][C:44]([OH:50])=[C:45]([O:48][CH3:49])[CH:46]=3)[N:41]=[CH:40][N:39]=2)=[C:35]([F:53])[CH:34]=1.[C:54]([O:58][C:59]([NH:61][CH2:62][CH2:63]O)=[O:60])([CH3:57])([CH3:56])[CH3:55]. The catalyst is C(Cl)Cl. The product is [C:54]([O:58][C:59]([NH:61][CH2:62][CH2:63][O:50][C:44]1[CH:43]=[C:42]2[C:47]([C:38]([NH:37][C:36]3[CH:51]=[CH:52][C:33]([Cl:32])=[CH:34][C:35]=3[F:53])=[N:39][CH:40]=[N:41]2)=[CH:46][C:45]=1[O:48][CH3:49])=[O:60])([CH3:57])([CH3:56])[CH3:55]. The yield is 0.250.